This data is from Full USPTO retrosynthesis dataset with 1.9M reactions from patents (1976-2016). The task is: Predict the reactants needed to synthesize the given product. (1) Given the product [CH3:1][O:2][C:3](=[O:35])[C:4]1[CH:9]=[CH:8][C:7]([CH:10]([NH:20][C:21]([NH:23][C:24]2[CH:25]=[CH:26][C:27]([O:30][C:31]([F:33])([F:32])[F:34])=[CH:28][CH:29]=2)=[O:22])[CH:11]2[CH2:16][CH2:15][CH:14]([C:17](=[O:18])[N:60]([CH2:61][CH3:62])[CH2:58][CH3:59])[CH2:13][CH2:12]2)=[CH:6][CH:5]=1, predict the reactants needed to synthesize it. The reactants are: [CH3:1][O:2][C:3](=[O:35])[C:4]1[CH:9]=[CH:8][C:7]([CH:10]([NH:20][C:21]([NH:23][C:24]2[CH:29]=[CH:28][C:27]([O:30][C:31]([F:34])([F:33])[F:32])=[CH:26][CH:25]=2)=[O:22])[CH:11]2[CH2:16][CH2:15][CH:14]([C:17](O)=[O:18])[CH2:13][CH2:12]2)=[CH:6][CH:5]=1.Cl.C(N=C=NCCCN(C)C)C.ON1C2C=CC=CC=2N=N1.[CH2:58]([NH:60][CH2:61][CH3:62])[CH3:59]. (2) Given the product [CH3:3][C:4]1[N:8]([CH2:9][CH2:10][CH2:11][O:12][C:13]2[CH:18]=[CH:17][C:16]([CH2:19][CH2:20][CH2:21][CH2:22][CH3:23])=[CH:15][CH:14]=2)[C:7]([C:24]2[CH:25]=[CH:26][C:27]([O:28][C@H:29]([CH2:33][C:34]3[CH:39]=[CH:38][CH:37]=[CH:36][CH:35]=3)[C:30]([O-:32])=[O:31])=[CH:40][CH:41]=2)=[CH:6][CH:5]=1.[Na+:2], predict the reactants needed to synthesize it. The reactants are: [OH-].[Na+:2].[CH3:3][C:4]1[N:8]([CH2:9][CH2:10][CH2:11][O:12][C:13]2[CH:18]=[CH:17][C:16]([CH2:19][CH2:20][CH2:21][CH2:22][CH3:23])=[CH:15][CH:14]=2)[C:7]([C:24]2[CH:41]=[CH:40][C:27]([O:28][C@H:29]([CH2:33][C:34]3[CH:39]=[CH:38][CH:37]=[CH:36][CH:35]=3)[C:30]([OH:32])=[O:31])=[CH:26][CH:25]=2)=[CH:6][CH:5]=1. (3) Given the product [Cl:23][C:18]1[CH:17]=[C:16]([C:14]2[N:15]=[C:11]([C:9]3[CH:10]=[C:5]([C:3]([OH:2])=[O:4])[C:6]([C:24]4[CH:29]=[CH:28][C:27]([C:30](=[O:32])[NH:39][CH2:38][CH2:37][CH2:36][N:35]([CH2:40][CH3:41])[CH2:33][CH3:34])=[CH:26][CH:25]=4)=[CH:7][CH:8]=3)[S:12][CH:13]=2)[CH:21]=[CH:20][C:19]=1[Cl:22], predict the reactants needed to synthesize it. The reactants are: C[O:2][C:3]([C:5]1[C:6]([C:24]2[CH:29]=[CH:28][C:27]([C:30]([OH:32])=O)=[CH:26][CH:25]=2)=[CH:7][CH:8]=[C:9]([C:11]2[S:12][CH:13]=[C:14]([C:16]3[CH:21]=[CH:20][C:19]([Cl:22])=[C:18]([Cl:23])[CH:17]=3)[N:15]=2)[CH:10]=1)=[O:4].[CH2:33]([N:35]([CH2:40][CH3:41])[CH2:36][CH2:37][CH2:38][NH2:39])[CH3:34].